From a dataset of Full USPTO retrosynthesis dataset with 1.9M reactions from patents (1976-2016). Predict the reactants needed to synthesize the given product. Given the product [CH2:48]([O:20][C:19]([C:16]1[CH:15]=[C:14]([O:30][CH2:23][C:24]2[CH:29]=[CH:28][CH:27]=[CH:26][CH:25]=2)[C:13]2[C:18](=[C:9]([O:8][CH2:1][C:2]3[CH:3]=[CH:4][CH:5]=[CH:6][CH:7]=3)[C:10]([Br:22])=[CH:11][CH:12]=2)[N:17]=1)=[O:21])[C:49]1[CH:54]=[CH:53][CH:52]=[CH:51][CH:50]=1, predict the reactants needed to synthesize it. The reactants are: [CH2:1]([O:8][C:9]1[C:10]([Br:22])=[CH:11][CH:12]=[C:13]2[C:18]=1[N:17]=[C:16]([C:19]([OH:21])=[O:20])[CH:15]=[CH:14]2)[C:2]1[CH:7]=[CH:6][CH:5]=[CH:4][CH:3]=1.[CH2:23]([O:30]C1C(Br)=CC=C2C=1N=C(C(O)=O)C=C2O)[C:24]1[CH:29]=[CH:28][CH:27]=[CH:26][CH:25]=1.[H-].[Na+].[CH2:48](Br)[C:49]1[CH:54]=[CH:53][CH:52]=[CH:51][CH:50]=1.